Dataset: Reaction yield outcomes from USPTO patents with 853,638 reactions. Task: Predict the reaction yield, written as a fraction of the theoretical maximum amount of product (1.0 means a 100% yield; for example, 0.34 means a 34% yield). The reactants are C(OC([N:8]1[CH2:13][CH2:12][CH:11]([NH:14][C:15]2[O:16][C:17]3[CH:23]=[CH:22][C:21]([C:24]#[N:25])=[CH:20][C:18]=3[N:19]=2)[CH2:10][CH2:9]1)=O)(C)(C)C.FC(F)(F)C(O)=O. The catalyst is ClCCl. The product is [NH:8]1[CH2:9][CH2:10][CH:11]([NH:14][C:15]2[O:16][C:17]3[CH:23]=[CH:22][C:21]([C:24]#[N:25])=[CH:20][C:18]=3[N:19]=2)[CH2:12][CH2:13]1. The yield is 0.930.